From a dataset of Catalyst prediction with 721,799 reactions and 888 catalyst types from USPTO. Predict which catalyst facilitates the given reaction. (1) Reactant: [CH:1]1([CH2:4][N:5]2[CH:9]=[C:8]([C:10]3[N:15]=[C:14]([NH:16][C:17]4[N:22]=[CH:21][C:20]5[N:23]=[C:24]([CH3:29])[N:25]([CH:26]([CH3:28])[CH3:27])[C:19]=5[CH:18]=4)[CH:13]=[CH:12][N:11]=3)[C:7]([N+:30]([O-])=O)=[N:6]2)[CH2:3][CH2:2]1.[Cl-].[NH4+].O. Product: [NH2:30][C:7]1[C:8]([C:10]2[N:15]=[C:14]([NH:16][C:17]3[N:22]=[CH:21][C:20]4[N:23]=[C:24]([CH3:29])[N:25]([CH:26]([CH3:28])[CH3:27])[C:19]=4[CH:18]=3)[CH:13]=[CH:12][N:11]=2)=[CH:9][N:5]([CH2:4][CH:1]2[CH2:3][CH2:2]2)[N:6]=1. The catalyst class is: 679. (2) Reactant: [F:1][C:2]([F:9])([F:8])[CH2:3][C:4](=[N:6][OH:7])[NH2:5].CCN(CC)CC.[C:17]([O:21][CH2:22][CH3:23])(=[O:20])[C:18]#[CH:19]. Product: [NH2:5][C:4](=[N:6][O:7][CH:19]=[CH:18][C:17]([O:21][CH2:22][CH3:23])=[O:20])[CH2:3][C:2]([F:9])([F:8])[F:1]. The catalyst class is: 10. (3) Reactant: [Br:1][C:2]1[CH:7]=[C:6]([N:8](S(C)(=O)=O)[S:9]([CH3:12])(=[O:11])=[O:10])[C:5]([I:17])=[CH:4][N:3]=1.C1COCC1.[OH-].[Na+]. Product: [Br:1][C:2]1[CH:7]=[C:6]([NH:8][S:9]([CH3:12])(=[O:11])=[O:10])[C:5]([I:17])=[CH:4][N:3]=1. The catalyst class is: 6. (4) Product: [Br:1][C:2]1[CH:3]=[C:4]([NH:10][C:11]2[CH:12]=[C:13]3[C:18](=[CH:19][CH:20]=2)[CH2:17][NH:16][CH2:15][CH2:14]3)[C:5](=[O:9])[N:6]([CH3:8])[CH:7]=1. Reactant: [Br:1][C:2]1[CH:3]=[C:4]([NH:10][C:11]2[CH:12]=[C:13]3[C:18](=[CH:19][CH:20]=2)[CH2:17][N:16](C(OC(C)(C)C)=O)[CH2:15][CH2:14]3)[C:5](=[O:9])[N:6]([CH3:8])[CH:7]=1.Cl. The catalyst class is: 12.